From a dataset of M1 muscarinic receptor antagonist screen with 61,756 compounds. Binary Classification. Given a drug SMILES string, predict its activity (active/inactive) in a high-throughput screening assay against a specified biological target. The molecule is O1CCN(C(c2n(nnn2)C2CCCC2)c2cc3c([nH]c2=O)cc(cc3C)C)CC1. The result is 0 (inactive).